The task is: Predict the product of the given reaction.. This data is from Forward reaction prediction with 1.9M reactions from USPTO patents (1976-2016). (1) Given the reactants [Br:1][C:2]1[CH:7]=[CH:6][C:5]([F:8])=[CH:4][N:3]=1.C([Li])CCC.[CH3:14][C:15]([CH3:17])=[O:16].Cl, predict the reaction product. The product is: [Br:1][C:2]1[N:3]=[C:4]([C:15]([OH:16])([CH3:17])[CH3:14])[C:5]([F:8])=[CH:6][CH:7]=1. (2) Given the reactants [Cl:1][C:2]1[CH:7]=[CH:6][C:5]([C:8](=[O:11])[CH2:9][CH3:10])=[C:4]([NH:12][C:13]2[CH:18]=[CH:17][CH:16]=[CH:15][CH:14]=2)[CH:3]=1.Cl[C:20](=[O:25])[C:21]([O:23][CH3:24])=[O:22], predict the reaction product. The product is: [CH3:24][O:23][C:21](=[O:22])[C:20]([N:12]([C:4]1[CH:3]=[C:2]([Cl:1])[CH:7]=[CH:6][C:5]=1[C:8](=[O:11])[CH2:9][CH3:10])[C:13]1[CH:14]=[CH:15][CH:16]=[CH:17][CH:18]=1)=[O:25].